From a dataset of Forward reaction prediction with 1.9M reactions from USPTO patents (1976-2016). Predict the product of the given reaction. (1) Given the reactants [I:1][C:2]1[CH:7]=[CH:6][C:5]([C:8]2([OH:18])[CH2:17][CH2:16][C:11]3(OCC[O:12]3)[CH2:10][CH2:9]2)=[CH:4][CH:3]=1.Cl.[OH-].[Na+], predict the reaction product. The product is: [OH:18][C:8]1([C:5]2[CH:4]=[CH:3][C:2]([I:1])=[CH:7][CH:6]=2)[CH2:9][CH2:10][C:11](=[O:12])[CH2:16][CH2:17]1. (2) Given the reactants [F:1][C:2]([F:8])([F:7])[S:3][CH2:4][CH2:5][OH:6].C(N(CC)C(C)C)(C)C.[F:18][C:19]([F:32])([F:31])[S:20](O[S:20]([C:19]([F:32])([F:31])[F:18])(=[O:22])=[O:21])(=[O:22])=[O:21], predict the reaction product. The product is: [F:18][C:19]([F:32])([F:31])[S:20]([O:6][CH2:5][CH2:4][S:3][C:2]([F:8])([F:7])[F:1])(=[O:22])=[O:21].